This data is from Catalyst prediction with 721,799 reactions and 888 catalyst types from USPTO. The task is: Predict which catalyst facilitates the given reaction. Reactant: [Cl:1][C:2]1[CH:7]=[C:6]([O:8][C:9]2[CH:14]=[CH:13][C:12]([N:15]=[C:16]=[O:17])=[CH:11][CH:10]=2)[N:5]=[CH:4][N:3]=1.[CH2:18]([N:20]1[CH2:25][CH2:24][N:23]([CH2:26][C:27]2[CH:33]=[CH:32][C:30]([NH2:31])=[CH:29][CH:28]=2)[CH2:22][CH2:21]1)[CH3:19]. Product: [Cl:1][C:2]1[N:3]=[CH:4][N:5]=[C:6]([O:8][C:9]2[CH:10]=[CH:11][C:12]([NH:15][C:16]([NH:31][C:30]3[CH:29]=[CH:28][C:27]([CH2:26][N:23]4[CH2:22][CH2:21][N:20]([CH2:18][CH3:19])[CH2:25][CH2:24]4)=[CH:33][CH:32]=3)=[O:17])=[CH:13][CH:14]=2)[CH:7]=1. The catalyst class is: 1.